Dataset: Experimentally validated miRNA-target interactions with 360,000+ pairs, plus equal number of negative samples. Task: Binary Classification. Given a miRNA mature sequence and a target amino acid sequence, predict their likelihood of interaction. (1) The miRNA is hsa-miR-218-5p with sequence UUGUGCUUGAUCUAACCAUGU. The protein sequence of the target gene is MAANVGSMFQYWKRFDLQQLQRELDATATVLANRQDESEQSRKRLIEQSREFKKNTPEDLRKQVAPLLKSFQGEIDALSKRSKEAEAAFLNVYKRLIDVPDPVPALDLGQQLQLKVQRLHDIETENQKLRETLEEYNKEFAEVKNQEVTIKALKEKIREYEQTLKNQAETIALEKEQKLQNDFAEKERKLQETQMSTTSKLEEAEHKVQSLQTALEKTRTELFDLKTKYDEETTAKADEIEMIMTDLERANQRAEVAQREAETLREQLSSANHSLQLASQIQKAPDVEQAIEVLTRSSLE.... Result: 1 (interaction). (2) The miRNA is hsa-miR-6747-5p with sequence AGGGGUGUGGAAAGAGGCAGAACA. The protein sequence of the target gene is MDSLLMKQKKFLYHFKNVRWAKGRHETYLCYVVKRRDSATSCSLDFGHLRNKSGCHVELLFLRYISDWDLDPGRCYRVTWFTSWSPCYDCARHVAEFLRWNPNLSLRIFTARLYFCEDRKAEPEGLRRLHRAGVQIGIMTFKDYFYCWNTFVENRERTFKAWEGLHENSVRLTRQLRRILLPLYEVDDLRDAFRMLGF. Result: 0 (no interaction). (3) The miRNA is hsa-miR-1972 with sequence UCAGGCCAGGCACAGUGGCUCA. The protein sequence of the target gene is MSGDYEDDLCRRALILVSDLCARVRDADTNDRCQEFNELRIRGYPRGPDADISVSLLSVIVTFCGIVLLGVSLFVSWKLCWVPWRDKGGSAVGGGPLRKDLAPGVGLAGLVGGGGHHLGASLGGHPLLGGPHHHGHTAHHPPFAELLEPGGLGGSEPPEPSYLDMDSYPEAAVASVVAAGVKPSQTSPELPSEGGTGSGLLLLPPSGGGLPSAQSHQQVTSLAPTTRYPALPRPLTQQTLTTQADPSTEERPPALPLPLPGGEEKAKLIGQIKPELYQGTGPGGRRGGGSGEAGAPCGRI.... Result: 0 (no interaction). (4) The miRNA is hsa-miR-1229-3p with sequence CUCUCACCACUGCCCUCCCACAG. The protein sequence of the target gene is MIGGLFIYNHKGEVLISRVYRDDIGRNAVDAFRVNVIHARQQVRSPVTNIARTSFFHVKRSNIWLAAVTKQNVNAAMVFEFLYKMCDVMAAYFGKISEENIKNNFVLIYELLDEILDFGYPQNSETGALKTFITQQGIKSQHQTKEEQSQITSQVTGQIGWRREGIKYRRNELFLDVLESVNLLMSPQGQVLSAHVSGRVVMKSYLSGMPECKFGMNDKIVIEKQGKGTADETSKSGKQSIAIDDCTFHQCVRLSKFDSERSISFIPPDGEFELMRYRTTKDIILPFRVIPLVREVGRTK.... Result: 1 (interaction).